Task: Predict the reactants needed to synthesize the given product.. Dataset: Full USPTO retrosynthesis dataset with 1.9M reactions from patents (1976-2016) (1) Given the product [CH2:10]([N:17]1[CH2:21][CH:20]([CH2:22][CH:5]([CH3:6])[CH2:7][CH2:8][CH3:9])[CH2:19][C:18]1=[O:24])[C:11]1[CH:16]=[CH:15][CH:14]=[CH:13][CH:12]=1, predict the reactants needed to synthesize it. The reactants are: [Mg].II.Br[CH:5]([CH2:7][CH2:8][CH3:9])[CH3:6].[CH2:10]([N:17]1[CH2:21][CH:20]([CH2:22]I)[CH2:19][C:18]1=[O:24])[C:11]1[CH:16]=[CH:15][CH:14]=[CH:13][CH:12]=1. (2) The reactants are: C1COCC1.[B:15]1([B:15]2[O:19][C:18]([CH3:21])([CH3:20])[C:17]([CH3:23])([CH3:22])[O:16]2)[O:19][C:18]([CH3:21])([CH3:20])[C:17]([CH3:23])([CH3:22])[O:16]1.C([O-])(=O)C.[K+].Br[C:30]1[C:31]2[CH:38]=[CH:37][CH:36]=[CH:35][C:32]=2[S:33][CH:34]=1. Given the product [S:33]1[CH:34]=[C:30]([B:15]2[O:16][C:17]([CH3:22])([CH3:23])[C:18]([CH3:20])([CH3:21])[O:19]2)[C:31]2[CH:38]=[CH:37][CH:36]=[CH:35][C:32]1=2, predict the reactants needed to synthesize it. (3) Given the product [Cl:25][C:18]1[CH:17]=[C:16]([NH:15][C:3](=[O:5])[CH:2]=[N:28][OH:29])[CH:24]=[CH:23][C:19]=1[C:20]([OH:22])=[O:21], predict the reactants needed to synthesize it. The reactants are: Cl[C:2](Cl)(Cl)[CH:3]([OH:5])O.S([O-])([O-])(=O)=O.[Na+].[Na+].[NH2:15][C:16]1[CH:24]=[CH:23][C:19]([C:20]([OH:22])=[O:21])=[C:18]([Cl:25])[CH:17]=1.Cl.Cl.[NH2:28][OH:29]. (4) Given the product [CH3:22][C:21]1[C:12]([C:5]2[CH:6]=[C:7]([CH:10]=[CH:11][C:4]=2[O:3][C:2]([F:1])([F:28])[F:27])[CH2:8][OH:9])=[CH:13][C:14]2[C:15]([CH3:31])([CH3:26])[CH2:16][CH2:17][C:18]([CH3:24])([CH3:23])[C:19]=2[CH:20]=1, predict the reactants needed to synthesize it. The reactants are: [F:1][C:2]([F:28])([F:27])[O:3][C:4]1[CH:11]=[CH:10][C:7]([CH:8]=[O:9])=[CH:6][C:5]=1[C:12]1[C:21]([CH3:22])=[CH:20][C:19]2[C:18]([CH3:24])([CH3:23])[CH2:17][CH:16](C)[CH:15]([CH3:26])[C:14]=2[CH:13]=1.[BH4-].[Na+].[CH3:31]O. (5) Given the product [Cl:1][C:2]1[CH:17]=[CH:16][C:5]2[O:6][C:7]3[CH:15]=[CH:14][CH:13]=[CH:12][C:8]=3[C:9]([N:42]3[CH2:47][CH2:46][NH:45][CH2:44][CH2:43]3)=[N:10][C:4]=2[CH:3]=1, predict the reactants needed to synthesize it. The reactants are: [Cl:1][C:2]1[CH:17]=[CH:16][C:5]2[O:6][C:7]3[CH:15]=[CH:14][CH:13]=[CH:12][C:8]=3[C:9](=O)[NH:10][C:4]=2[CH:3]=1.COC1C=CC(P2(=S)SP(=S)(C3C=CC(OC)=CC=3)S2)=CC=1.CI.[NH:42]1[CH2:47][CH2:46][NH:45][CH2:44][CH2:43]1. (6) Given the product [O-:1][N+:2]1[O:6][N:5]=[C:4]([O:7][CH2:8][CH2:9][C:10]([NH:12][C@@H:13]([CH2:21][CH2:22][C:23]([OH:25])=[O:24])[C:14]([OH:16])=[O:15])=[O:11])[C:3]=1[S:30]([C:33]1[CH:34]=[CH:35][CH:36]=[CH:37][CH:38]=1)(=[O:31])=[O:32], predict the reactants needed to synthesize it. The reactants are: [O-:1][N+:2]1[O:6][N:5]=[C:4]([O:7][CH2:8][CH2:9][C:10]([NH:12][C@@H:13]([CH2:21][CH2:22][C:23]([O:25]C(C)(C)C)=[O:24])[C:14]([O:16]C(C)(C)C)=[O:15])=[O:11])[C:3]=1[S:30]([C:33]1[CH:38]=[CH:37][CH:36]=[CH:35][CH:34]=1)(=[O:32])=[O:31]. (7) Given the product [Cl:26][C:27]1[CH:32]=[C:31]([O:33][CH3:34])[CH:30]=[CH:29][C:28]=1[C:2]1[CH:7]=[CH:6][C:5]([C:8]2[N:9]([CH2:15][C@@H:16]3[CH2:20][CH2:19][N:18]([C:21]([CH:23]4[CH2:24][CH2:25]4)=[O:22])[CH2:17]3)[C:10](=[O:14])[N:11]([CH3:13])[N:12]=2)=[CH:4][CH:3]=1, predict the reactants needed to synthesize it. The reactants are: Br[C:2]1[CH:7]=[CH:6][C:5]([C:8]2[N:9]([CH2:15][C@@H:16]3[CH2:20][CH2:19][N:18]([C:21]([CH:23]4[CH2:25][CH2:24]4)=[O:22])[CH2:17]3)[C:10](=[O:14])[N:11]([CH3:13])[N:12]=2)=[CH:4][CH:3]=1.[Cl:26][C:27]1[CH:32]=[C:31]([O:33][CH3:34])[CH:30]=[CH:29][C:28]=1B(O)O.[O-]P([O-])([O-])=O.[K+].[K+].[K+]. (8) Given the product [CH2:28]([N:27]([CH2:31][CH2:32][CH3:33])[CH2:26][CH2:25][CH2:24][CH2:23][NH:22][C:20](=[O:21])[C:19]1[CH:18]=[CH:17][C:16]([CH2:15][N:8]([CH2:9][C:10]2[NH:11][CH:12]=[CH:13][N:14]=2)[CH2:1][C:38]2[S:39][CH:40]=[CH:41][N:42]=2)=[CH:35][CH:34]=1)[CH2:29][CH3:30], predict the reactants needed to synthesize it. The reactants are: [C:1]([N:8]([CH2:15][C:16]1[CH:35]=[CH:34][C:19]([C:20]([NH:22][CH2:23][CH2:24][CH2:25][CH2:26][N:27]([CH2:31][CH2:32][CH3:33])[CH2:28][CH2:29][CH3:30])=[O:21])=[CH:18][CH:17]=1)[CH2:9][C:10]1[NH:11][CH:12]=[CH:13][N:14]=1)(OC(C)(C)C)=O.C([C:38]1[S:39][CH:40]=[CH:41][N:42]=1)=O.C([BH3-])#N.[Na+].C(O)(=O)C. (9) Given the product [F:78][CH2:77][C:74]1([CH2:75][F:76])[O:73][B:72]([OH:79])[C:71]2[CH:80]=[C:67]([CH2:66][NH:65][C:24]([C:21]3[C:20]4[N:16]([CH:17]=[CH:18][CH:19]=4)[C:15]([C:12]4[CH2:11][C:10]([C:4]5[CH:3]=[C:2]([Cl:1])[C:7]([Cl:8])=[C:6]([Cl:9])[CH:5]=5)([C:27]([F:30])([F:29])[F:28])[O:14][N:13]=4)=[CH:23][CH:22]=3)=[O:25])[CH:68]=[CH:69][C:70]1=2, predict the reactants needed to synthesize it. The reactants are: [Cl:1][C:2]1[CH:3]=[C:4]([C:10]2([C:27]([F:30])([F:29])[F:28])[O:14][N:13]=[C:12]([C:15]3[N:16]4[C:20]([C:21]([C:24](O)=[O:25])=[CH:22][CH:23]=3)=[CH:19][CH:18]=[CH:17]4)[CH2:11]2)[CH:5]=[C:6]([Cl:9])[C:7]=1[Cl:8].CCN(C(C)C)C(C)C.CN(C(ON1N=NC2C=CC=NC1=2)=[N+](C)C)C.F[P-](F)(F)(F)(F)F.Cl.[NH2:65][CH2:66][C:67]1[CH:68]=[CH:69][C:70]2[C:74]([CH2:77][F:78])([CH2:75][F:76])[O:73][B:72]([OH:79])[C:71]=2[CH:80]=1.